Task: Predict which catalyst facilitates the given reaction.. Dataset: Catalyst prediction with 721,799 reactions and 888 catalyst types from USPTO (1) Reactant: [NH2:1][C:2]1[CH:7]=[C:6]([N:8]2[CH2:12][CH2:11][C@H:10]([N:13]([CH3:15])[CH3:14])[CH2:9]2)[C:5]([C:16]2[CH:21]=[CH:20][CH:19]=[CH:18][CH:17]=2)=[CH:4][C:3]=1[C:22]#[N:23].[I:24]N1C(=O)CCC1=O.C(Cl)(Cl)Cl.[OH-].[Na+]. Product: [NH2:1][C:2]1[C:7]([I:24])=[C:6]([N:8]2[CH2:12][CH2:11][C@H:10]([N:13]([CH3:14])[CH3:15])[CH2:9]2)[C:5]([C:16]2[CH:17]=[CH:18][CH:19]=[CH:20][CH:21]=2)=[CH:4][C:3]=1[C:22]#[N:23]. The catalyst class is: 15. (2) Reactant: O=C1C2C(=CC=CC=2)C(=O)[N:3]1[CH2:12][C:13]1[CH:14]=[C:15]2[C:20](=[CH:21][CH:22]=1)[C:19](=[O:23])[N:18]([CH2:24][CH:25]([CH3:27])[CH3:26])[C:17]([CH2:28][NH:29][C:30](=[O:36])[O:31][C:32]([CH3:35])([CH3:34])[CH3:33])=[C:16]2[C:37]1[CH:42]=[CH:41][CH:40]=[CH:39][CH:38]=1.O.NN. Product: [NH2:3][CH2:12][C:13]1[CH:14]=[C:15]2[C:20](=[CH:21][CH:22]=1)[C:19](=[O:23])[N:18]([CH2:24][CH:25]([CH3:27])[CH3:26])[C:17]([CH2:28][NH:29][C:30](=[O:36])[O:31][C:32]([CH3:35])([CH3:33])[CH3:34])=[C:16]2[C:37]1[CH:38]=[CH:39][CH:40]=[CH:41][CH:42]=1. The catalyst class is: 199. (3) Reactant: [CH:1]([N:4]1[C:9](=[O:10])[CH2:8][CH2:7][C:6]([C:11]2[CH:27]=[CH:26][C:14]3[CH2:15][CH2:16][N:17]([C:20](=O)[C:21](F)(F)F)[CH2:18][CH2:19][C:13]=3[CH:12]=2)=[N:5]1)([CH3:3])[CH3:2].[C:28]1(=O)CC[CH2:29]1.C(O[BH-](OC(=O)C)OC(=O)C)(=O)C.[Na+]. Product: [CH:20]1([N:17]2[CH2:18][CH2:19][C:13]3[CH:12]=[C:11]([C:6]4[CH2:7][CH2:8][C:9](=[O:10])[N:4]([CH:1]([CH3:3])[CH3:2])[N:5]=4)[CH:27]=[CH:26][C:14]=3[CH2:15][CH2:16]2)[CH2:29][CH2:28][CH2:21]1. The catalyst class is: 699.